Dataset: Catalyst prediction with 721,799 reactions and 888 catalyst types from USPTO. Task: Predict which catalyst facilitates the given reaction. (1) Reactant: C[O:2][C:3]([C:5]1[N:10]=[C:9]([S:11][C:12]2[CH:17]=[CH:16][C:15]([NH:18][C:19](=[O:22])[CH2:20][CH3:21])=[CH:14][CH:13]=2)[N:8]=[C:7]([NH:23][C:24]2[NH:25][N:26]=[C:27]([CH3:29])[CH:28]=2)[CH:6]=1)=O.[BH4-].[Li+]. Product: [OH:2][CH2:3][C:5]1[N:10]=[C:9]([S:11][C:12]2[CH:13]=[CH:14][C:15]([NH:18][C:19](=[O:22])[CH2:20][CH3:21])=[CH:16][CH:17]=2)[N:8]=[C:7]([NH:23][C:24]2[NH:25][N:26]=[C:27]([CH3:29])[CH:28]=2)[CH:6]=1. The catalyst class is: 1. (2) Reactant: Cl[C:2]1[CH:9]=[CH:8][C:7]([Cl:10])=[CH:6][C:3]=1[C:4]#[N:5].[NH:11]1C=[CH:14][N:13]=[CH:12]1.C([O-])([O-])=O.[Cs+].[Cs+].C[N:23](C=O)C. Product: [Cl:10][C:7]1[CH:8]=[CH:9][C:2]([N:11]2[CH:12]=[N:13][CH:14]=[N:23]2)=[C:3]([CH:6]=1)[C:4]#[N:5]. The catalyst class is: 682. (3) Reactant: [CH3:1][O:2][C:3]([C:5]1[N:6]=[C:7]([CH:18]=O)[N:8]([CH2:10][O:11][CH2:12][CH2:13][Si:14]([CH3:17])([CH3:16])[CH3:15])[CH:9]=1)=[O:4].NO.[N:22]1C=CC=CC=1.FC(F)(F)C(OC(=O)C(F)(F)F)=O. Product: [CH3:1][O:2][C:3]([C:5]1[N:6]=[C:7]([C:18]#[N:22])[N:8]([CH2:10][O:11][CH2:12][CH2:13][Si:14]([CH3:15])([CH3:16])[CH3:17])[CH:9]=1)=[O:4]. The catalyst class is: 191. (4) Reactant: [H-].[Na+].[C:3]([O:12][CH:13]([CH3:15])[CH3:14])(=[O:11])[CH2:4][C:5]([O:7][CH:8]([CH3:10])[CH3:9])=[O:6].C([O-])(=O)CC([O-])=O.Br[CH2:24][C:25]([O:30][CH3:31])([O:28][CH3:29])[CH2:26]Br.[Cl-].[NH4+]. Product: [CH:13]([O:12][C:3]([C:4]1([C:5]([O:7][CH:8]([CH3:9])[CH3:10])=[O:6])[CH2:26][C:25]([O:30][CH3:31])([O:28][CH3:29])[CH2:24]1)=[O:11])([CH3:15])[CH3:14]. The catalyst class is: 3. (5) Reactant: C([O:8][C:9](=[O:49])[CH2:10][C@@H:11]([N:29]1[CH:33]=[CH:32][C:31]([C:34]2[CH:39]=[CH:38][C:37]([C:40]3[CH:45]=[CH:44][C:43]([C:46](=[O:48])[NH2:47])=[CH:42][CH:41]=3)=[CH:36][CH:35]=2)=[CH:30]1)[C:12]([NH:14][C@H:15]([C:20](=[O:28])[NH:21][C:22]1[CH:27]=[CH:26][N:25]=[CH:24][CH:23]=1)[C:16]([CH3:19])([CH3:18])[CH3:17])=[O:13])C1C=CC=CC=1. Product: [C:46]([C:43]1[CH:42]=[CH:41][C:40]([C:37]2[CH:36]=[CH:35][C:34]([C:31]3[CH:32]=[CH:33][N:29]([C@@H:11]([C:12]([NH:14][C@H:15]([C:20](=[O:28])[NH:21][C:22]4[CH:23]=[CH:24][N:25]=[CH:26][CH:27]=4)[C:16]([CH3:18])([CH3:19])[CH3:17])=[O:13])[CH2:10][C:9]([OH:49])=[O:8])[CH:30]=3)=[CH:39][CH:38]=2)=[CH:45][CH:44]=1)(=[O:48])[NH2:47]. The catalyst class is: 191. (6) Reactant: [CH:1]1([C:4]2[N:5]([CH2:29][CH3:30])[C:6]3[C:11]([N:12]=2)=[C:10]([N:13]2[CH2:18][CH2:17][O:16][CH2:15][C@@H:14]2[CH3:19])[N:9]=[C:8]([C:20]2[CH:25]=[CH:24][C:23]([N+:26]([O-])=O)=[CH:22][CH:21]=2)[N:7]=3)[CH2:3][CH2:2]1.C1COCC1. Product: [CH:1]1([C:4]2[N:5]([CH2:29][CH3:30])[C:6]3[C:11]([N:12]=2)=[C:10]([N:13]2[CH2:18][CH2:17][O:16][CH2:15][C@@H:14]2[CH3:19])[N:9]=[C:8]([C:20]2[CH:21]=[CH:22][C:23]([NH2:26])=[CH:24][CH:25]=2)[N:7]=3)[CH2:2][CH2:3]1. The catalyst class is: 19.